From a dataset of Full USPTO retrosynthesis dataset with 1.9M reactions from patents (1976-2016). Predict the reactants needed to synthesize the given product. (1) Given the product [CH3:28][N:2]([CH3:1])[C:3]([C:5]1[C:16]2[CH2:17][CH2:18][CH2:19][O:27][C:15]=2[C:8]2[N:9]=[C:10]([CH2:13][CH3:14])[N:11]([CH3:12])[C:7]=2[C:6]=1[C:5]1[CH:16]=[CH:15][CH:8]=[CH:7][CH:6]=1)=[O:4], predict the reactants needed to synthesize it. The reactants are: [CH3:1][N:2]([CH3:28])[C:3]([C:5]1[C:16]([CH2:17][CH2:18][CH:19](O)C2C=CC=CC=2)=[C:15]([OH:27])[C:8]2[N:9]=[C:10]([CH2:13][CH3:14])[N:11]([CH3:12])[C:7]=2[CH:6]=1)=[O:4].[OH-].[Na+]. (2) Given the product [CH3:19][S:20]([O:11][CH2:10][C:7]1[CH:6]=[CH:5][C:4]([N+:1]([O-:3])=[O:2])=[CH:9][CH:8]=1)(=[O:22])=[O:21], predict the reactants needed to synthesize it. The reactants are: [N+:1]([C:4]1[CH:9]=[CH:8][C:7]([CH2:10][OH:11])=[CH:6][CH:5]=1)([O-:3])=[O:2].C(N(CC)CC)C.[CH3:19][S:20](Cl)(=[O:22])=[O:21]. (3) Given the product [Cl:25][C:26]1[CH:27]=[C:28]([S:33]([NH:2][C:3]2[CH:8]=[CH:7][C:6]([N:9]3[CH2:10][CH2:11][C:12](=[O:15])[CH2:13][CH2:14]3)=[CH:5][CH:4]=2)(=[O:34])=[O:35])[CH:29]=[CH:30][C:31]=1[Cl:32], predict the reactants needed to synthesize it. The reactants are: Cl.[NH2:2][C:3]1[CH:8]=[CH:7][C:6]([N:9]2[CH2:14][CH2:13][C:12](=[O:15])[CH2:11][CH2:10]2)=[CH:5][CH:4]=1.C(N(C(C)C)CC)(C)C.[Cl:25][C:26]1[CH:27]=[C:28]([S:33](Cl)(=[O:35])=[O:34])[CH:29]=[CH:30][C:31]=1[Cl:32]. (4) Given the product [Br:54][C:22]1[N:21]([S:24]([C:27]2[CH:32]=[CH:31][CH:30]=[CH:29][CH:28]=2)(=[O:26])=[O:25])[C:18]2[N:19]=[CH:20][C:15]3[CH2:14][N:13]([C:33]4[C:34]([F:44])=[C:35]([O:42][CH3:43])[CH:36]=[C:37]([O:40][CH3:41])[C:38]=4[F:39])[C:12](=[O:45])[N:11]([CH2:10][CH2:9][O:8][Si:1]([C:4]([CH3:6])([CH3:7])[CH3:5])([CH3:2])[CH3:3])[C:16]=3[C:17]=2[CH:23]=1, predict the reactants needed to synthesize it. The reactants are: [Si:1]([O:8][CH2:9][CH2:10][N:11]1[C:16]2[C:17]3[CH:23]=[CH:22][N:21]([S:24]([C:27]4[CH:32]=[CH:31][CH:30]=[CH:29][CH:28]=4)(=[O:26])=[O:25])[C:18]=3[N:19]=[CH:20][C:15]=2[CH2:14][N:13]([C:33]2[C:38]([F:39])=[C:37]([O:40][CH3:41])[CH:36]=[C:35]([O:42][CH3:43])[C:34]=2[F:44])[C:12]1=[O:45])([C:4]([CH3:7])([CH3:6])[CH3:5])([CH3:3])[CH3:2].C(NC(C)C)(C)C.[Li].[Br:54]C(Cl)(Cl)C(Br)(Cl)Cl. (5) Given the product [C:61]([NH:59][C:33]1[CH:32]=[C:31]([CH:39]=[C:38]([CH3:40])[CH:37]=1)[C:29]([NH:28][C@@H:18]([CH2:19][C:20]1[CH:25]=[C:24]([F:26])[CH:23]=[C:22]([F:27])[CH:21]=1)[C@@H:17]([C@H:9]1[CH2:10][C@@H:11]([O:13][CH2:14][CH2:15][CH3:16])[CH2:12][N:8]1[C:6]([O:5][C:1]([CH3:3])([CH3:2])[CH3:4])=[O:7])[O:41][Si:42]([C:45]([CH3:48])([CH3:46])[CH3:47])([CH3:43])[CH3:44])=[O:30])(=[O:65])[C:56]1[CH:55]=[CH:57][CH:84]=[CH:83][CH:82]=1, predict the reactants needed to synthesize it. The reactants are: [C:1]([O:5][C:6]([N:8]1[CH2:12][C@H:11]([O:13][CH2:14][CH2:15][CH3:16])[CH2:10][C@@H:9]1[C@@H:17]([O:41][Si:42]([C:45]([CH3:48])([CH3:47])[CH3:46])([CH3:44])[CH3:43])[C@@H:18]([NH:28][C:29]([C:31]1[CH:32]=[C:33]([CH:37]=[C:38]([CH3:40])[CH:39]=1)C(O)=O)=[O:30])[CH2:19][C:20]1[CH:25]=[C:24]([F:26])[CH:23]=[C:22]([F:27])[CH:21]=1)=[O:7])([CH3:4])([CH3:3])[CH3:2].CCN([CH:55]([CH3:57])[CH3:56])C(C)C.C[N:59]([C:61]([O:65]N1N=NC2C=CC=NC1=2)=[N+](C)C)C.F[P-](F)(F)(F)(F)F.[CH2:82](NCCC)[CH2:83][CH3:84]. (6) Given the product [C:16]([Si:13]([CH3:15])([CH3:14])[N:4]1[C:5]2=[N:6][CH:7]=[CH:8][CH:9]=[C:10]2[C:2]([I:1])=[CH:3]1)([CH3:19])([CH3:18])[CH3:17], predict the reactants needed to synthesize it. The reactants are: [I:1][C:2]1[C:10]2[C:5](=[N:6][CH:7]=[CH:8][CH:9]=2)[NH:4][CH:3]=1.[H-].[Na+].[Si:13](Cl)([C:16]([CH3:19])([CH3:18])[CH3:17])([CH3:15])[CH3:14].O. (7) Given the product [ClH:31].[ClH:31].[CH2:38]1[C:39]2=[C:46]3[C:43](=[CH:42][CH:41]=[CH:40]2)[CH2:44][CH2:45][N:35]([CH2:34][CH2:33][CH2:32][NH:7][C:3]2[CH:2]=[C:1]([CH3:8])[CH:6]=[CH:5][CH:4]=2)[CH:36]3[CH2:37]1, predict the reactants needed to synthesize it. The reactants are: [C:1]1([CH3:8])[CH:6]=[CH:5][CH:4]=[C:3]([NH2:7])[CH:2]=1.C([O-])([O-])=O.[K+].[K+].N[C@H](C(O)=O)CC1C=C2C(C=CC=C2)=CC=1.[Cl:31][CH2:32][CH2:33][CH2:34][N:35]1[CH2:45][CH2:44][C:43]2[C:46]3[CH:36]1[CH2:37][CH2:38][C:39]=3[CH:40]=[CH:41][CH:42]=2. (8) Given the product [CH:23]([O:26][C:27]1[CH:35]=[CH:34][C:30]([C:31]([N:14]2[CH2:15][CH2:16][C:11]3([O:17][CH:7]([C:1]4[CH:2]=[CH:3][CH:4]=[CH:5][CH:6]=4)[CH2:8][N:9]([CH2:18][C:19]([F:21])([F:22])[F:20])[CH2:10]3)[CH2:12][CH2:13]2)=[O:32])=[CH:29][C:28]=1[CH3:36])([CH3:25])[CH3:24], predict the reactants needed to synthesize it. The reactants are: [C:1]1([CH:7]2[O:17][C:11]3([CH2:16][CH2:15][NH:14][CH2:13][CH2:12]3)[CH2:10][N:9]([CH2:18][C:19]([F:22])([F:21])[F:20])[CH2:8]2)[CH:6]=[CH:5][CH:4]=[CH:3][CH:2]=1.[CH:23]([O:26][C:27]1[CH:35]=[CH:34][C:30]([C:31](O)=[O:32])=[CH:29][C:28]=1[CH3:36])([CH3:25])[CH3:24].F[P-](F)(F)(F)(F)F.N1(OC(N(C)C)=[N+](C)C)C2N=CC=CC=2N=N1.C(N(C(C)C)CC)(C)C.